From a dataset of Reaction yield outcomes from USPTO patents with 853,638 reactions. Predict the reaction yield, written as a fraction of the theoretical maximum amount of product (1.0 means a 100% yield; for example, 0.34 means a 34% yield). (1) The reactants are [NH:1]([C:15]([O:17][CH2:18][C:19]1[CH:24]=[CH:23][CH:22]=[CH:21][CH:20]=1)=[O:16])[C@H:2]([C:11]([O:13][CH3:14])=[O:12])[CH2:3][C:4]1[CH:9]=[CH:8][C:7]([OH:10])=[CH:6][CH:5]=1.OS(O)(=O)=O. The catalyst is C(Cl)Cl. The product is [CH3:14][O:13][C:11](=[O:12])[CH:2]([NH:1][C:15]([O:17][CH2:18][C:19]1[CH:24]=[CH:23][CH:22]=[CH:21][CH:20]=1)=[O:16])[CH2:3][C:4]1[CH:5]=[CH:6][C:7]([O:10][C:4]([CH3:9])([CH3:5])[CH3:3])=[CH:8][CH:9]=1. The yield is 0.620. (2) The reactants are [CH3:1][C:2]1[CH:7]=[C:6]([CH3:8])[CH:5]=[CH:4][C:3]=1[CH:9]([C:21]1[CH:26]=[CH:25][CH:24]=[CH:23][CH:22]=1)[C:10]([NH:12][CH2:13][C:14]1[CH:19]=[CH:18][C:17]([OH:20])=[CH:16][CH:15]=1)=[O:11].Cl.Cl[CH2:29][C:30]1[C:31]([CH3:36])=[N:32][CH:33]=[CH:34][CH:35]=1.C([O-])([O-])=O.[K+].[K+].O. The catalyst is CN(C=O)C. The product is [CH3:1][C:2]1[CH:7]=[C:6]([CH3:8])[CH:5]=[CH:4][C:3]=1[CH:9]([C:21]1[CH:22]=[CH:23][CH:24]=[CH:25][CH:26]=1)[C:10]([NH:12][CH2:13][C:14]1[CH:19]=[CH:18][C:17]([O:20][CH2:29][C:30]2[C:31]([CH3:36])=[N:32][CH:33]=[CH:34][CH:35]=2)=[CH:16][CH:15]=1)=[O:11]. The yield is 0.300.